Task: Regression. Given a peptide amino acid sequence and an MHC pseudo amino acid sequence, predict their binding affinity value. This is MHC class I binding data.. Dataset: Peptide-MHC class I binding affinity with 185,985 pairs from IEDB/IMGT The MHC is HLA-A02:06 with pseudo-sequence HLA-A02:06. The peptide sequence is HQVFGTAYGV. The binding affinity (normalized) is 0.632.